This data is from Full USPTO retrosynthesis dataset with 1.9M reactions from patents (1976-2016). The task is: Predict the reactants needed to synthesize the given product. (1) Given the product [C:7]([CH:4]1[CH2:5][CH2:6][N:1]([C:15]([O:14][C:10]([CH3:13])([CH3:12])[CH3:11])=[O:16])[CH2:2][CH2:3]1)(=[O:8])[NH2:9], predict the reactants needed to synthesize it. The reactants are: [NH:1]1[CH2:6][CH2:5][CH:4]([C:7]([NH2:9])=[O:8])[CH2:3][CH2:2]1.[C:10]([O:14][C:15](OC([O-])=O)=[O:16])([CH3:13])([CH3:12])[CH3:11]. (2) Given the product [CH2:5]([O:4][C:2](=[O:3])[NH:16][C:17]1[CH:22]=[C:21]([O:23][C:24]2[CH:29]=[CH:28][C:27]([NH:30][CH3:31])=[C:26]([N+:32]([O-:34])=[O:33])[CH:25]=2)[CH:20]=[CH:19][N:18]=1)[CH3:6], predict the reactants needed to synthesize it. The reactants are: Cl[C:2]([O:4][CH2:5][CH3:6])=[O:3].C(OC(=O)NCC(=O)[NH:16][C:17]1[CH:22]=[C:21]([O:23][C:24]2[CH:29]=[CH:28][C:27]([NH:30][CH3:31])=[C:26]([N+:32]([O-:34])=[O:33])[CH:25]=2)[CH:20]=[CH:19][N:18]=1)(C)(C)C.CCN(C(C)C)C(C)C.O.NN. (3) Given the product [NH2:27][C@H:24]1[CH2:25][CH2:26][N:22]([C:3]2[C:2]([C:39]3[CH:40]=[N:41][C:36]([CH3:35])=[CH:37][CH:38]=3)=[CH:7][C:6]([C:8]([NH:9][C:10]3[CH:15]=[CH:14][C:13]([O:16][C:17]([F:20])([F:19])[F:18])=[CH:12][CH:11]=3)=[O:21])=[CH:5][N:4]=2)[CH2:23]1, predict the reactants needed to synthesize it. The reactants are: Br[C:2]1[C:3]([N:22]2[CH2:26][CH2:25][C@H:24]([NH:27]C(=O)OC(C)(C)C)[CH2:23]2)=[N:4][CH:5]=[C:6]([C:8](=[O:21])[NH:9][C:10]2[CH:15]=[CH:14][C:13]([O:16][C:17]([F:20])([F:19])[F:18])=[CH:12][CH:11]=2)[CH:7]=1.[CH3:35][C:36]1[N:41]=[CH:40][C:39](B(O)O)=[CH:38][CH:37]=1. (4) Given the product [Cl:15][SiH:16]1[N:5]([CH:1]([CH2:3][CH3:4])[CH3:2])[CH:6]=[CH:7][N:8]1[CH:9]([CH2:11][CH3:12])[CH3:10], predict the reactants needed to synthesize it. The reactants are: [CH:1]([N-:5][CH:6]=[CH:7][N-:8][CH:9]([CH2:11][CH3:12])[CH3:10])([CH2:3][CH3:4])[CH3:2].[Li+].[Li+].[Cl:15][SiH:16](Cl)Cl.